Dataset: Forward reaction prediction with 1.9M reactions from USPTO patents (1976-2016). Task: Predict the product of the given reaction. (1) Given the reactants [F:1][C:2]([F:22])([F:21])[C:3]1[CH:8]=[CH:7][CH:6]=[CH:5][C:4]=1[C:9]1[CH:14]=[CH:13][N:12]2[CH:15]=[N:16][C:17](C(O)=O)=[C:11]2[N:10]=1.C([N:25](CC)CC)C.C1(P(N=[N+]=[N-])(C2C=CC=CC=2)=O)C=CC=CC=1.O, predict the reaction product. The product is: [F:1][C:2]([F:22])([F:21])[C:3]1[CH:8]=[CH:7][CH:6]=[CH:5][C:4]=1[C:9]1[CH:14]=[CH:13][N:12]2[CH:15]=[N:16][C:17]([NH2:25])=[C:11]2[N:10]=1. (2) Given the reactants C(C1C=CC(CC[OH:9])=CC=1)#N.C1CCN(C(N=NC(N2CCCCC2)=O)=O)CC1.[C:30]1([P:36]([C:43]2[CH:48]=[CH:47][CH:46]=[CH:45][CH:44]=2)[C:37]2[CH:42]=[CH:41][CH:40]=[CH:39][CH:38]=2)[CH:35]=[CH:34][CH:33]=[CH:32][CH:31]=1, predict the reaction product. The product is: [C:43]1([P:36](=[O:9])([C:30]2[CH:31]=[CH:32][CH:33]=[CH:34][CH:35]=2)[C:37]2[CH:42]=[CH:41][CH:40]=[CH:39][CH:38]=2)[CH:44]=[CH:45][CH:46]=[CH:47][CH:48]=1. (3) Given the reactants [OH:1][C@@H:2]1[C@@H:7]2[CH2:8][CH2:9][C@@H:4]([C@@H:5]([CH2:17][O:18][CH2:19][O:20][CH3:21])[N:6]2[C:10]([O:12][C:13]([CH3:16])([CH3:15])[CH3:14])=[O:11])[CH2:3]1, predict the reaction product. The product is: [CH3:21][O:20][CH2:19][O:18][CH2:17][C@@H:5]1[C@@H:4]2[CH2:9][CH2:8][C@@H:7]([C:2](=[O:1])[CH2:3]2)[N:6]1[C:10]([O:12][C:13]([CH3:16])([CH3:15])[CH3:14])=[O:11].